From a dataset of Reaction yield outcomes from USPTO patents with 853,638 reactions. Predict the reaction yield, written as a fraction of the theoretical maximum amount of product (1.0 means a 100% yield; for example, 0.34 means a 34% yield). (1) The reactants are [OH:1][C:2]1[CH:7]=[CH:6][C:5]([C:8]2[CH:13]=[CH:12][C:11]([CH:14]=[O:15])=[CH:10][CH:9]=2)=[CH:4][CH:3]=1.C([O-])([O-])=O.[Cs+].[Cs+].CS(O[CH:27]1[CH2:32][CH2:31][CH:30]([C:33]([F:36])([F:35])[F:34])[CH2:29][CH2:28]1)(=O)=O. The catalyst is CC(O)(C)C. The product is [F:34][C:33]([F:36])([F:35])[CH:30]1[CH2:31][CH2:32][CH:27]([O:1][C:2]2[CH:3]=[CH:4][C:5]([C:8]3[CH:13]=[CH:12][C:11]([CH:14]=[O:15])=[CH:10][CH:9]=3)=[CH:6][CH:7]=2)[CH2:28][CH2:29]1. The yield is 0.410. (2) The catalyst is C1COCC1. The product is [CH2:27]([O:26][C:20]1[CH:19]=[C:18]([C@H:12]([N:8]2[C:9](=[O:11])[C:10]3[C:6](=[CH:5][CH:4]=[CH:3][C:2]=3[NH:1][C:34]([C:30]3[O:29][CH:33]=[CH:32][CH:31]=3)=[O:35])[C:7]2=[O:38])[CH2:13][S:14]([CH3:17])(=[O:15])=[O:16])[CH:23]=[CH:22][C:21]=1[O:24][CH3:25])[CH3:28]. The reactants are [NH2:1][C:2]1[CH:3]=[CH:4][CH:5]=[C:6]2[C:10]=1[C:9](=[O:11])[N:8]([C@@H:12]([C:18]1[CH:23]=[CH:22][C:21]([O:24][CH3:25])=[C:20]([O:26][CH2:27][CH3:28])[CH:19]=1)[CH2:13][S:14]([CH3:17])(=[O:16])=[O:15])[CH2:7]2.[O:29]1[CH:33]=[CH:32][CH:31]=[C:30]1[C:34](Cl)=[O:35].C[OH:38]. The yield is 0.370.